This data is from Full USPTO retrosynthesis dataset with 1.9M reactions from patents (1976-2016). The task is: Predict the reactants needed to synthesize the given product. (1) Given the product [CH3:18][O:17][CH:4]([CH2:5][C:6]1[CH:11]=[CH:10][CH:9]=[C:8]([O:12][CH2:13][C:14](=[O:16])[NH:33][C:30]2[CH:29]=[CH:28][C:27]([O:20][C:21]3[CH:26]=[CH:25][CH:24]=[CH:23][CH:22]=3)=[CH:32][CH:31]=2)[CH:7]=1)[C:3]([OH:2])=[O:19], predict the reactants needed to synthesize it. The reactants are: C[O:2][C:3](=[O:19])[CH:4]([O:17][CH3:18])[CH2:5][C:6]1[CH:11]=[CH:10][CH:9]=[C:8]([O:12][CH2:13][C:14]([OH:16])=O)[CH:7]=1.[O:20]([C:27]1[CH:32]=[CH:31][C:30]([NH2:33])=[CH:29][CH:28]=1)[C:21]1[CH:26]=[CH:25][CH:24]=[CH:23][CH:22]=1.C(O[C@@H](CC1C=CC(O[C@@H](C(=O)NCCC2C=CC(OC3C=CC=CC=3)=CC=2)C)=CC=1)C(O)=O)C. (2) Given the product [OH:51][C:46]1[C:45]([NH:44][S:27]([C:24]2[CH:25]=[N:26][C:21]([C:20]([F:32])([F:31])[F:19])=[CH:22][CH:23]=2)(=[O:29])=[O:28])=[CH:50][CH:49]=[CH:48][N:47]=1, predict the reactants needed to synthesize it. The reactants are: ClC1SC(Cl)=CC=1S(NC1C=NC=CC=1O)(=O)=O.[F:19][C:20]([F:32])([F:31])[C:21]1[N:26]=[CH:25][C:24]([S:27](Cl)(=[O:29])=[O:28])=[CH:23][CH:22]=1.ClC1SC(Cl)=CC=1S(Cl)(=O)=O.[NH2:44][C:45]1[C:46]([OH:51])=[N:47][CH:48]=[CH:49][CH:50]=1.NC1C=NC=CC=1O. (3) Given the product [CH3:1][O:2][C:3]1[CH:8]=[C:7]([O:9][CH3:10])[CH:6]=[CH:5][C:4]=1[C:11]([C:13]1[C:22]([N+:23]([O-:25])=[O:24])=[C:21]2[C:16]([CH:17]=[CH:18][CH:19]=[N:20]2)=[CH:15][CH:14]=1)=[O:12], predict the reactants needed to synthesize it. The reactants are: [CH3:1][O:2][C:3]1[CH:8]=[C:7]([O:9][CH3:10])[CH:6]=[CH:5][C:4]=1[CH:11]([C:13]1[C:22]([N+:23]([O-:25])=[O:24])=[C:21]2[C:16]([CH:17]=[CH:18][CH:19]=[N:20]2)=[CH:15][CH:14]=1)[OH:12]. (4) Given the product [NH2:19][CH2:18][CH2:17][CH:16]([OH:30])[CH2:15][N:12]1[CH2:11][CH2:10][N:9]([C:3]2[CH:4]=[CH:5][CH:6]=[C:7]([Cl:8])[C:2]=2[Cl:1])[CH2:14][CH2:13]1, predict the reactants needed to synthesize it. The reactants are: [Cl:1][C:2]1[C:7]([Cl:8])=[CH:6][CH:5]=[CH:4][C:3]=1[N:9]1[CH2:14][CH2:13][N:12]([CH2:15][CH:16]([OH:30])[CH2:17][CH2:18][N:19]2C(=O)C3C(=CC=CC=3)C2=O)[CH2:11][CH2:10]1.NN. (5) Given the product [Cl:1][C:2]1[C:3]([N:26]2[CH:30]=[C:29]([CH2:31][N:34]([CH3:35])[CH3:33])[CH:28]=[N:27]2)=[N:4][C:5]([NH:8][C:9]2[C:10]([O:24][CH3:25])=[CH:11][C:12]([N:18]3[CH2:23][CH2:22][O:21][CH2:20][CH2:19]3)=[C:13]([NH:15][C:10](=[O:24])[CH:9]=[CH2:14])[CH:14]=2)=[N:6][CH:7]=1, predict the reactants needed to synthesize it. The reactants are: [Cl:1][C:2]1[C:3]([N:26]2[CH:30]=[C:29]([CH:31]=O)[CH:28]=[N:27]2)=[N:4][C:5]([NH:8][C:9]2[CH:14]=[C:13]([N+:15]([O-])=O)[C:12]([N:18]3[CH2:23][CH2:22][O:21][CH2:20][CH2:19]3)=[CH:11][C:10]=2[O:24][CH3:25])=[N:6][CH:7]=1.[CH3:33][NH:34][CH3:35]. (6) Given the product [CH2:1]1[C:9]2[C:4](=[CH:5][CH:6]=[CH:7][CH:8]=2)[CH2:3][CH:2]1[N:10]1[C:14]([C:15]2[CH:16]=[CH:17][CH:18]=[CH:19][CH:20]=2)=[C:13]([C:21]([N:23]2[CH2:28][CH2:27][N:26]([C:43]([O:45][C:46]([CH3:49])([CH3:48])[CH3:47])=[O:44])[CH2:25][C@H:24]2[C:29](=[O:33])[CH:30]([CH3:31])[CH3:32])=[O:22])[N:12]=[CH:11]1, predict the reactants needed to synthesize it. The reactants are: [CH2:1]1[C:9]2[C:4](=[CH:5][CH:6]=[CH:7][CH:8]=2)[CH2:3][CH:2]1[N:10]1[C:14]([C:15]2[CH:20]=[CH:19][CH:18]=[CH:17][CH:16]=2)=[C:13]([C:21]([N:23]2[CH2:28][CH2:27][NH:26][CH2:25][C@H:24]2[C:29](=[O:33])[CH:30]([CH3:32])[CH3:31])=[O:22])[N:12]=[CH:11]1.C(N(CC)C(C)C)(C)C.[C:43](O[C:43]([O:45][C:46]([CH3:49])([CH3:48])[CH3:47])=[O:44])([O:45][C:46]([CH3:49])([CH3:48])[CH3:47])=[O:44].O. (7) Given the product [CH3:35][O:34][C:32]([C:28]1([CH2:37][CH2:38][Cl:39])[CH2:29][CH2:30][CH2:31][CH:26]([C:24]([O:23][CH3:22])=[O:25])[CH2:27]1)=[O:33], predict the reactants needed to synthesize it. The reactants are: C(NC(C)C)(C)C.C([Li])CCC.CN1CCCN(C)C1=O.[CH3:22][O:23][C:24]([CH:26]1[CH2:31][CH2:30][CH2:29][CH:28]([C:32]([O:34][CH3:35])=[O:33])[CH2:27]1)=[O:25].Br[CH2:37][CH2:38][Cl:39].